The task is: Predict the reactants needed to synthesize the given product.. This data is from Full USPTO retrosynthesis dataset with 1.9M reactions from patents (1976-2016). (1) Given the product [OH:22][C:19]([C:16]1[CH:17]=[CH:18][C:13]([C:12]([NH:11][C:4]2[CH:3]=[C:2]([N:28]3[CH2:29][CH2:30][CH2:31][C@@H:27]3[CH2:26][O:25][CH3:24])[N:7]3[N:8]=[CH:9][CH:10]=[C:6]3[N:5]=2)=[O:23])=[CH:14][CH:15]=1)([CH3:21])[CH3:20], predict the reactants needed to synthesize it. The reactants are: Cl[C:2]1[N:7]2[N:8]=[CH:9][CH:10]=[C:6]2[N:5]=[C:4]([NH:11][C:12](=[O:23])[C:13]2[CH:18]=[CH:17][C:16]([C:19]([OH:22])([CH3:21])[CH3:20])=[CH:15][CH:14]=2)[CH:3]=1.[CH3:24][O:25][CH2:26][C@H:27]1[CH2:31][CH2:30][CH2:29][NH:28]1. (2) Given the product [Cl:1][C:2]1[CH:7]=[CH:6][CH:5]=[CH:4][C:3]=1[CH2:8][N:9]([CH:10]1[CH2:15][CH2:14][N:13]([C:16]([O:18][C:19]([CH3:22])([CH3:21])[CH3:20])=[O:17])[CH2:12][CH2:11]1)[C:41](=[O:42])[CH2:40][C:37]1[CH:38]=[CH:39][C:34]([O:33][CH3:32])=[CH:35][CH:36]=1, predict the reactants needed to synthesize it. The reactants are: [Cl:1][C:2]1[CH:7]=[CH:6][CH:5]=[CH:4][C:3]=1[CH2:8][NH:9][CH:10]1[CH2:15][CH2:14][N:13]([C:16]([O:18][C:19]([CH3:22])([CH3:21])[CH3:20])=[O:17])[CH2:12][CH2:11]1.C(N(C(C)C)CC)(C)C.[CH3:32][O:33][C:34]1[CH:39]=[CH:38][C:37]([CH2:40][C:41](Cl)=[O:42])=[CH:36][CH:35]=1.O. (3) Given the product [Br:1][C:2]1[C:7]2[C:6](=[CH:11][CH:10]=[CH:9][CH:8]=2)[C:5](=[O:12])[O:4][C:3]=1[C@H:13]([OH:16])[CH2:14][O:15][Si:26]([C:22]([CH3:25])([CH3:24])[CH3:23])([C:34]1[CH:35]=[CH:36][CH:37]=[CH:38][CH:39]=1)[C:28]1[CH:33]=[CH:32][CH:31]=[CH:30][CH:29]=1, predict the reactants needed to synthesize it. The reactants are: [Br:1][C:2]1[C:7]2[CH:8]=[CH:9][CH:10]=[CH:11][C:6]=2[C:5](=[O:12])[O:4][C:3]=1[C@H:13]([OH:16])[CH2:14][OH:15].N1C=CN=C1.[C:22]([Si:26]([C:34]1[CH:39]=[CH:38][CH:37]=[CH:36][CH:35]=1)([C:28]1[CH:33]=[CH:32][CH:31]=[CH:30][CH:29]=1)Cl)([CH3:25])([CH3:24])[CH3:23].O. (4) Given the product [N:18]1([C:2]2[CH:7]=[CH:6][C:5]([C:8]3([C:11]([O:13][C:14]([CH3:17])([CH3:16])[CH3:15])=[O:12])[CH2:10][CH2:9]3)=[CH:4][CH:3]=2)[CH2:22][CH2:21][CH2:20][CH2:19]1, predict the reactants needed to synthesize it. The reactants are: Br[C:2]1[CH:7]=[CH:6][C:5]([C:8]2([C:11]([O:13][C:14]([CH3:17])([CH3:16])[CH3:15])=[O:12])[CH2:10][CH2:9]2)=[CH:4][CH:3]=1.[NH:18]1[CH2:22][CH2:21][CH2:20][CH2:19]1.CCC([O-])(C)C.[Na+].ClCCl. (5) Given the product [Cl:1][C:2]1[CH:7]=[CH:6][CH:5]=[CH:4][C:3]=1[NH:8][C:9]1[C:10]([F:22])=[C:11]([F:21])[CH:12]=[C:13]2[C:18]=1[C:17](=[O:16])[NH:15][CH:14]2[CH3:20], predict the reactants needed to synthesize it. The reactants are: [Cl:1][C:2]1[CH:7]=[CH:6][CH:5]=[CH:4][C:3]=1[NH:8][C:9]1[C:18]2[C:17](=O)[O:16][N:15]=[C:14]([CH3:20])[C:13]=2[CH:12]=[C:11]([F:21])[C:10]=1[F:22]. (6) Given the product [CH3:1][O:2][CH:3]([O:8][CH3:9])[CH2:4][CH2:5][CH2:6][NH:7][C:10](=[O:11])[NH:17][O:39][CH2:32][C:33]1[CH:38]=[CH:37][CH:36]=[CH:35][CH:34]=1, predict the reactants needed to synthesize it. The reactants are: [CH3:1][O:2][CH:3]([O:8][CH3:9])[CH2:4][CH2:5][CH2:6][NH2:7].[C:10]([N:17]1C=CN=C1)(N1C=CN=C1)=[O:11].CCN(C(C)C)C(C)C.Cl.[CH2:32]([O:39]N)[C:33]1[CH:38]=[CH:37][CH:36]=[CH:35][CH:34]=1. (7) Given the product [CH2:15]([CH:10]1[CH:11]([OH:14])[CH2:12][CH2:13][NH:8][CH2:9]1)[CH3:16], predict the reactants needed to synthesize it. The reactants are: C([N:8]1[CH2:13][CH2:12][CH:11]([OH:14])[CH:10]([CH2:15][CH3:16])[CH2:9]1)C1C=CC=CC=1. (8) The reactants are: [Br:1][C:2]1[CH:3]=[C:4]([CH:8]=O)[CH:5]=[N:6][CH:7]=1.[CH3:10][N:11]1[CH2:16][CH2:15][NH:14][CH2:13][CH2:12]1.C(O[BH-](OC(=O)C)OC(=O)C)(=O)C.[Na+]. Given the product [Br:1][C:2]1[CH:3]=[C:4]([CH2:8][N:14]2[CH2:15][CH2:16][N:11]([CH3:10])[CH2:12][CH2:13]2)[CH:5]=[N:6][CH:7]=1, predict the reactants needed to synthesize it. (9) The reactants are: [Cl:1][C:2]1[N:3]=[C:4]([C:9]([OH:11])=O)[NH:5][C:6]=1[CH2:7][CH3:8].S(Cl)(Cl)=O.[NH2:16][C@H:17]1[CH2:22][CH2:21][N:20]([C:23]2[O:24][CH:25]=[C:26]([C:28]([O:30][CH2:31][CH3:32])=[O:29])[N:27]=2)[CH2:19][C@H:18]1[O:33][CH3:34]. Given the product [Cl:1][C:2]1[N:3]=[C:4]([C:9]([NH:16][C@H:17]2[CH2:22][CH2:21][N:20]([C:23]3[O:24][CH:25]=[C:26]([C:28]([O:30][CH2:31][CH3:32])=[O:29])[N:27]=3)[CH2:19][C@H:18]2[O:33][CH3:34])=[O:11])[NH:5][C:6]=1[CH2:7][CH3:8], predict the reactants needed to synthesize it.